This data is from Full USPTO retrosynthesis dataset with 1.9M reactions from patents (1976-2016). The task is: Predict the reactants needed to synthesize the given product. (1) Given the product [Br:1][C:2]1[CH:3]=[C:4]([O:13][CH2:14][CH3:15])[CH:5]=[CH:6][C:7]=1[O:8][C:9]([F:11])([F:12])[F:10], predict the reactants needed to synthesize it. The reactants are: [Br:1][C:2]1[CH:3]=[C:4]([OH:13])[CH:5]=[CH:6][C:7]=1[O:8][C:9]([F:12])([F:11])[F:10].[CH2:14](I)[CH3:15].C(=O)([O-])[O-].[K+].[K+]. (2) Given the product [CH2:1]([O:3][C:4](=[O:45])[C@@H:5]([NH2:37])[CH2:6][CH2:7][C:8](=[O:36])[NH:9][C:10]1[C:15]([C:16]2[O:20][N:19]=[C:18]([CH2:21][C:22]3[CH:23]=[CH:24][C:25]([CH2:28][O:29][C:30]4[CH:35]=[CH:34][CH:33]=[CH:32][N:31]=4)=[CH:26][CH:27]=3)[CH:17]=2)=[CH:14][CH:13]=[CH:12][N:11]=1)[CH3:2], predict the reactants needed to synthesize it. The reactants are: [CH2:1]([O:3][C:4](=[O:45])[C@@H:5]([NH:37]C(OC(C)(C)C)=O)[CH2:6][CH2:7][C:8](=[O:36])[NH:9][C:10]1[C:15]([C:16]2[O:20][N:19]=[C:18]([CH2:21][C:22]3[CH:27]=[CH:26][C:25]([CH2:28][O:29][C:30]4[CH:35]=[CH:34][CH:33]=[CH:32][N:31]=4)=[CH:24][CH:23]=3)[CH:17]=2)=[CH:14][CH:13]=[CH:12][N:11]=1)[CH3:2].FC(F)(F)C(O)=O. (3) Given the product [O-:24][N+:26]1[CH:28]=[CH:3][CH:2]=[C:10]2[C:9]([CH2:14][N:15]3[CH2:19][CH:18]([CH2:20][CH2:21][CH3:22])[CH2:17][C:16]3=[O:23])=[CH:8][NH:7][C:27]=12, predict the reactants needed to synthesize it. The reactants are: F[C:2]1[CH:3]=C2[C:8](=[CH:9][CH:10]=1)[NH:7]C=C2.[H-].[Na+].Cl[CH2:14][N:15]1[CH2:19][CH:18]([CH2:20][CH2:21][CH3:22])[CH2:17][C:16]1=[O:23].[OH2:24].C[N:26]([CH:28]=O)[CH3:27]. (4) Given the product [CH3:14][C:11]1[CH:10]=[C:9]2[C:8](=[CH:13][CH:12]=1)[CH:16]=[N:5][CH:4]=[CH:3]2, predict the reactants needed to synthesize it. The reactants are: CO[CH:3](OC)[CH2:4][NH2:5].[C:8]1([CH3:16])[CH:13]=[CH:12][C:11]([CH:14]=O)=[CH:10][CH:9]=1.ClC(OCC)=O.P(OCC)(OCC)OCC.O.O.O.O.C(C(C(C([O-])=O)O)O)([O-])=O.[Na+].[K+].[OH-].[NH4+]. (5) Given the product [F:29][C:23]1[CH:24]=[CH:25][C:26]([F:28])=[CH:27][C:22]=1[C:9]1[S:8][C:7]([CH2:6][CH2:5][CH2:4][NH2:1])([C:30]2[CH:35]=[CH:34][CH:33]=[CH:32][CH:31]=2)[N:11]([C:12]2[S:13][C:14]3[CH2:15][N:16]([CH3:21])[CH2:17][CH2:18][C:19]=3[N:20]=2)[N:10]=1, predict the reactants needed to synthesize it. The reactants are: [N:1]([CH2:4][CH2:5][CH2:6][C:7]1([C:30]2[CH:35]=[CH:34][CH:33]=[CH:32][CH:31]=2)[N:11]([C:12]2[S:13][C:14]3[CH2:15][N:16]([CH3:21])[CH2:17][CH2:18][C:19]=3[N:20]=2)[N:10]=[C:9]([C:22]2[CH:27]=[C:26]([F:28])[CH:25]=[CH:24][C:23]=2[F:29])[S:8]1)=[N+]=[N-].Cl.CO. (6) Given the product [CH2:23]([O:30][C:31]([N:33]1[CH2:38][CH2:37][CH:36]([CH:39]=[O:40])[CH2:35][CH2:34]1)=[O:32])[C:24]1[CH:29]=[CH:28][CH:27]=[CH:26][CH:25]=1, predict the reactants needed to synthesize it. The reactants are: CC(OI1(OC(C)=O)(OC(C)=O)OC(=O)C2C=CC=CC1=2)=O.[CH2:23]([O:30][C:31]([N:33]1[CH2:38][CH2:37][CH:36]([CH2:39][OH:40])[CH2:35][CH2:34]1)=[O:32])[C:24]1[CH:29]=[CH:28][CH:27]=[CH:26][CH:25]=1. (7) Given the product [CH3:16][C:8]1[CH:13]=[CH:12][C:11]([C:14]([NH:1][C:2]2[CH:7]=[CH:6][N:5]=[CH:4][CH:3]=2)=[NH:15])=[CH:10][CH:9]=1, predict the reactants needed to synthesize it. The reactants are: [NH2:1][C:2]1[CH:7]=[CH:6][N:5]=[CH:4][CH:3]=1.[C:8]1([CH3:16])[CH:13]=[CH:12][C:11]([C:14]#[N:15])=[CH:10][CH:9]=1.